Dataset: Reaction yield outcomes from USPTO patents with 853,638 reactions. Task: Predict the reaction yield, written as a fraction of the theoretical maximum amount of product (1.0 means a 100% yield; for example, 0.34 means a 34% yield). The product is [CH3:20][S:21]([O:17][CH2:16][CH:14]1[CH2:13][CH:12]([S:9]([C:5]2[CH:6]=[CH:7][CH:8]=[C:3]([C:2]([F:18])([F:1])[F:19])[CH:4]=2)(=[O:11])=[O:10])[CH2:15]1)(=[O:23])=[O:22]. The reactants are [F:1][C:2]([F:19])([F:18])[C:3]1[CH:4]=[C:5]([S:9]([CH:12]2[CH2:15][CH:14]([CH2:16][OH:17])[CH2:13]2)(=[O:11])=[O:10])[CH:6]=[CH:7][CH:8]=1.[CH3:20][S:21](Cl)(=[O:23])=[O:22]. The yield is 0.980. The catalyst is C(Cl)Cl.